From a dataset of Full USPTO retrosynthesis dataset with 1.9M reactions from patents (1976-2016). Predict the reactants needed to synthesize the given product. (1) Given the product [CH3:17][C:16]1[N:8]=[C:7]([C:2]2[CH:3]=[CH:4][CH:5]=[CH:6][N:1]=2)[S:9][C:11]=1[C:12]([O:14][CH3:15])=[O:13], predict the reactants needed to synthesize it. The reactants are: [N:1]1[CH:6]=[CH:5][CH:4]=[CH:3][C:2]=1[C:7](=[S:9])[NH2:8].Cl[CH:11]([C:16](=O)[CH3:17])[C:12]([O:14][CH3:15])=[O:13]. (2) Given the product [C:36]([O:30][C@@:11]12[CH2:12][C@@H:13]([O:22][C:32]1=[O:34])[C:14](=[O:43])[C@H:9]([O:8][Si:1]([C:4]([CH3:5])([CH3:6])[CH3:7])([CH3:3])[CH3:2])[CH2:10]2)(=[O:58])[CH3:42], predict the reactants needed to synthesize it. The reactants are: [Si:1]([O:8][C@H:9]1[C:14](=CCCOCOC)[C@H:13]([O:22][Si](C(C)(C)C)(C)C)[CH2:12][C:11](=[O:30])[CH2:10]1)([C:4]([CH3:7])([CH3:6])[CH3:5])([CH3:3])[CH3:2].O[C:32]([OH:34])=O.N1C(C)=CC=C[C:36]=1[CH3:42].[O:43]([Si](C(C)(C)C)(C)C)S(C(F)(F)F)(=O)=O.[OH2:58]. (3) The reactants are: O1CCCCC1[O:7][CH2:8][CH2:9][CH2:10][N:11]1[CH:16]=[CH:15][CH:14]=[CH:13][C:12]1=[O:17].O. Given the product [OH:7][CH2:8][CH2:9][CH2:10][N:11]1[CH:16]=[CH:15][CH:14]=[CH:13][C:12]1=[O:17], predict the reactants needed to synthesize it. (4) The reactants are: CC([O-])(C)C.[K+].[O:7]([CH2:14][C:15]([NH:17][CH3:18])=[O:16])[C:8]1[CH:13]=[CH:12][CH:11]=[CH:10][CH:9]=1.[CH2:19]([O:23][C:24](=[O:34])[C:25]1[CH:30]=[CH:29][C:28]([N:31]=[C:32]=[S:33])=[CH:27][CH:26]=1)[CH2:20][CH2:21][CH3:22]. Given the product [CH2:19]([O:23][C:24](=[O:34])[C:25]1[CH:26]=[CH:27][C:28]([NH:31][C:32]([N:17]([CH3:18])[C:15](=[O:16])[CH2:14][O:7][C:8]2[CH:9]=[CH:10][CH:11]=[CH:12][CH:13]=2)=[S:33])=[CH:29][CH:30]=1)[CH2:20][CH2:21][CH3:22], predict the reactants needed to synthesize it.